Dataset: Full USPTO retrosynthesis dataset with 1.9M reactions from patents (1976-2016). Task: Predict the reactants needed to synthesize the given product. (1) Given the product [OH:1][C:2]([C:18]1[S:19][CH:20]=[CH:21][CH:22]=1)([C:23]1[S:24][CH:25]=[CH:26][CH:27]=1)[C:3]([O:5][C@H:6]1[CH2:7][CH2:8][C@H:9]([N:12]([CH2:13][CH2:14][N:15]([C:31](=[O:30])[CH2:32][O:33][C:34]2[CH:39]=[CH:38][C:37]([CH2:40][OH:41])=[CH:36][CH:35]=2)[CH3:16])[CH3:17])[CH2:10][CH2:11]1)=[O:4], predict the reactants needed to synthesize it. The reactants are: [OH:1][C:2]([C:23]1[S:24][CH:25]=[CH:26][CH:27]=1)([C:18]1[S:19][CH:20]=[CH:21][CH:22]=1)[C:3]([O:5][C@H:6]1[CH2:11][CH2:10][C@H:9]([N:12]([CH3:17])[CH2:13][CH2:14][NH:15][CH3:16])[CH2:8][CH2:7]1)=[O:4].C([O:30][C:31](=O)[CH2:32][O:33][C:34]1[CH:39]=[CH:38][C:37]([CH2:40][OH:41])=[CH:36][CH:35]=1)C.[O-]S([O-])(=O)=O.[Mg+2]. (2) Given the product [Cl:34][C:31]1[CH:32]=[C:33]2[NH:6][C:7](=[O:35])[C:8]3([CH:13]([CH:14]4[CH2:19][CH2:18][CH2:17][CH2:16][CH2:15]4)[CH2:12][C:11](=[O:20])[NH:10][CH:9]3[C:21]3[CH:26]=[CH:25][CH:24]=[C:23]([Cl:27])[CH:22]=3)[C:28]2=[CH:29][CH:30]=1, predict the reactants needed to synthesize it. The reactants are: C(OC([N:6]1[C:33]2[C:28](=[CH:29][CH:30]=[C:31]([Cl:34])[CH:32]=2)[C:8]2([CH:13]([CH:14]3[CH2:19][CH2:18][CH2:17][CH2:16][CH2:15]3)[CH2:12][C:11](=[O:20])[NH:10][CH:9]2[C:21]2[CH:26]=[CH:25][CH:24]=[C:23]([Cl:27])[CH:22]=2)[C:7]1=[O:35])=O)C.[OH-].[Na+]. (3) Given the product [CH3:23][C@H:24]1[NH:25][CH2:26][CH2:27][N:28]([C@H:10]([C:3]2[CH:4]=[C:5]([F:9])[CH:6]=[C:7]([F:8])[C:2]=2[F:1])[CH3:12])[CH2:29]1, predict the reactants needed to synthesize it. The reactants are: [F:1][C:2]1[C:7]([F:8])=[CH:6][C:5]([F:9])=[CH:4][C:3]=1[C@@H:10]([CH3:12])O.CS(Cl)(=O)=O.S([O-])(=O)(=O)C.[CH3:23][C@@H:24]1[CH2:29][NH:28][CH2:27][CH2:26][NH:25]1.CC1(C)CCCC(C)(C)N1.